Dataset: Experimentally validated miRNA-target interactions with 360,000+ pairs, plus equal number of negative samples. Task: Binary Classification. Given a miRNA mature sequence and a target amino acid sequence, predict their likelihood of interaction. (1) The miRNA is hsa-miR-9-5p with sequence UCUUUGGUUAUCUAGCUGUAUGA. The protein sequence of the target gene is MLSSTDFTFASWELVVRVDHPNEEQQKDVTLRVSGDLHVGGVMLKLVEQINISQDWSDFALWWEQKHCWLLKTHWTLDKYGVQADAKLLFTPQHKMLRLRLPNLKMVRLRVSFSAVVFKAVSDICKILNIRRSEELSLLKPSGDYFKKKKKKDKNNKEPIIEDILNLESSPTASGSSVSPGLYSKTMTPIYDPINGTPASSTMTWFSDSPLTEQNCSILAFSQPPQSPEALADMYQPRSLVDKAKLNAGWLDSSRSLMEQGIQEDEQLLLRFKYYSFFDLNPKYDAVRINQLYEQARWAI.... Result: 1 (interaction). (2) The miRNA is mmu-miR-574-5p with sequence UGAGUGUGUGUGUGUGAGUGUGU. The protein sequence of the target gene is MSISLSSLIFLPIWINMAQMQQGGSNETEQTAALKDLLSRIDLDELMKKDEPPFDFPDTLEGFEYAFNEKGQLRHIKTGEPFVFNYREDLHRWNQKRYEALGEIITRYVYELLESDCNLKKISIPVDATESEPKSFIFMSEDALTNPQKLMVLIHGSGVVRAGQWARRLIINEDLDSGTQIPFIKRAMDEGYGVIVLNPNENYIEVEKQKMHKQSSSSDGTDEPAGKRERRDKVSKETKKRRDFYEKYRNPQKEKEMMQLFIRENGSPEEHAVYVWDHFIAQAAAENVFFVAHSYGGLAF.... Result: 0 (no interaction). (3) The miRNA is hsa-miR-6833-3p with sequence UUUCUCUCUCCACUUCCUCAG. The protein sequence of the target gene is MAEWLLSASWQRRAKAMTAAAGSAGRAAVPLLLCALLAPGGAYVLDDSDGLGREFDGIGAVSGGGATSRLLVNYPEPYRSQILDYLFKPNFGASLHILKVEIGGDGQTTDGTEPSHMHYALDENYFRGYEWWLMKEAKKRNPNITLIGLPWSFPGWLGKGFDWPYVNLQLTAYYVVTWIVGAKRYHDLDIDYIGIWNERSYNANYIKILRKMLNYQGLQRVKIIASDNLWESISASMLLDAELFKVVDVIGAHYPGTHSAKDAKLTGKKLWSSEDFSTLNSDMGAGCWGRILNQNYINGY.... Result: 1 (interaction). (4) The miRNA is mmu-miR-29b-2-5p with sequence CUGGUUUCACAUGGUGGCUUAGAUU. The protein sequence of the target gene is MESEMLQSPLLGLGEEDEADLTDWNLPLAFMKKRHCEKIEGSKSLAQSWRMKDRMKTVSVALVLCLNVGVDPPDVVKTTPCARLECWIDPLSMGPQKALETIGANLQKQYENWQPRARYKQSLDPTVDEVKKLCTSLRRNAKEERVLFHYNGHGVPRPTVNGEVWVFNKNYTQYIPLSIYDLQTWMGSPSIFVYDCSNAGLIVKSFKQFALQREQELEVAAINPNHPLAQMPLPPSMKNCIQLAACEATELLPMIPDLPADLFTSCLTTPIKIALRWFCMQKCVSLVPGVTLDLIEKIPG.... Result: 0 (no interaction). (5) The miRNA is hsa-miR-6730-3p with sequence CCUGACACCCCAUCUGCCCUCA. The protein sequence of the target gene is MQPQLLLLLLLPLNFPVILTRELLCGGSPEPCANGGTCLRLSRGQGICQCAPGFLGETCQFPDPCRDTQLCKNGGSCQALLPTPPSSRSPTSPLTPHFSCTCPSGFTGDRCQTHLEELCPPSFCSNGGHCYVQASGRPQCSCEPGWTGEQCQLRDFCSANPCANGGVCLATYPQIQCRCPPGFEGHTCERDINECFLEPGPCPQGTSCHNTLGSYQCLCPVGQEGPQCKLRKGACPPGSCLNGGTCQLVPEGHSTFHLCLCPPGFTGLDCEMNPDDCVRHQCQNGATCLDGLDTYTCLCP.... Result: 0 (no interaction). (6) The miRNA is hsa-miR-671-5p with sequence AGGAAGCCCUGGAGGGGCUGGAG. The protein sequence of the target gene is MRQINQTQVTEFLLLGLSDGPHTEQLLFIVLLGVYLVTVLGNLLLISLVHVDSQLHTPMYFFLCNLSLADLCFSTNIVPQALVHLLSRKKVIAFTLCAARLLFFLIFGCTQCALLAVMSYDRYVAICNPLRYPNIMTWKVCVQLATGSWTSGILVSVVDTTFILRLPYRGSNSIAHFFCEAPALLILASTDTHASEMAIFLMGVVILLIPVFLILVSYGRIIVTVVKMKSTVGSLKAFSTCGSHLMVVILFYGSAIITYMTPKSSKQQEKSVSVFYAIVTPMLNPLIYSLRNKDVKAALR.... Result: 1 (interaction). (7) The miRNA is hsa-miR-30c-5p with sequence UGUAAACAUCCUACACUCUCAGC. The protein sequence of the target gene is MPPRPSSGELWGIHLMPPRILVECLLPNGMIVTLECLREATLVTIKHELFREARKYPLHQLLQDETSYIFVSVTQEAEREEFFDETRRLCDLRLFQPFLKVIEPVGNREEKILNREIGFVIGMPVCEFDMVKDPEVQDFRRNILNVCKEAVDLRDLNSPHSRAMYVYPPNVESSPELPKHIYNKLDKGQIIVVIWVIVSPNNDKQKYTLKINHDCVPEQVIAEAIRKKTRSMLLSSEQLKLCVLEYQGKYILKVCGCDEYFLEKYPLSQYKYIRSCIMLGRMPNLMLMAKESLYSQLPID.... Result: 0 (no interaction).